Dataset: Full USPTO retrosynthesis dataset with 1.9M reactions from patents (1976-2016). Task: Predict the reactants needed to synthesize the given product. (1) Given the product [CH3:1][C:2]1[C:7]([C:8]#[N:9])=[C:6]([NH:10][C@H:11]([C:13]2[N:18]=[C:17]3[CH:19]=[CH:20][N:21]([CH3:22])[C:16]3=[CH:15][C:14]=2[C:23]2[C:24]([CH3:28])=[N:25][NH:26][CH:27]=2)[CH3:12])[N:5]=[C:4]([S:33]([CH3:37])(=[O:35])=[O:32])[N:3]=1, predict the reactants needed to synthesize it. The reactants are: [CH3:1][C:2]1[C:7]([C:8]#[N:9])=[C:6]([NH:10][C@H:11]([C:13]2[N:18]=[C:17]3[CH:19]=[CH:20][N:21]([CH3:22])[C:16]3=[CH:15][C:14]=2[C:23]2[C:24]([CH3:28])=[N:25][NH:26][CH:27]=2)[CH3:12])[N:5]=[C:4](SC)[N:3]=1.O[O:32][S:33]([O-:35])=O.[K+].[C:37](#N)C. (2) Given the product [C:1]([O:5][C:6]([N:8]1[CH2:13][C@@H:12]2[CH2:14][C@H:9]1[CH2:10][N:11]2[C:15]1[N:24]=[C:23]2[C:18]([C:19](=[O:41])[C:20]([C:36]([OH:38])=[O:37])=[CH:21][N:22]2[CH2:25][C:26]2[CH:31]=[CH:30][C:29]([O:32][CH3:33])=[CH:28][C:27]=2[O:34][CH3:35])=[CH:17][C:16]=1[F:42])=[O:7])([CH3:4])([CH3:2])[CH3:3], predict the reactants needed to synthesize it. The reactants are: [C:1]([O:5][C:6]([N:8]1[CH2:13][C@@H:12]2[CH2:14][C@H:9]1[CH2:10][N:11]2[C:15]1[N:24]=[C:23]2[C:18]([C:19](=[O:41])[C:20]([C:36]([O:38]CC)=[O:37])=[CH:21][N:22]2[CH2:25][C:26]2[CH:31]=[CH:30][C:29]([O:32][CH3:33])=[CH:28][C:27]=2[O:34][CH3:35])=[CH:17][C:16]=1[F:42])=[O:7])([CH3:4])([CH3:3])[CH3:2].[Cl-].[NH4+]. (3) Given the product [F:1][C:2]1[CH:20]=[C:19]([F:21])[CH:18]=[CH:17][C:3]=1[CH2:4][CH:5]1[C:12]2[CH:11]=[C:10]([C:13]([OH:15])=[O:14])[NH:9][C:8]=2[CH2:7][CH2:6]1, predict the reactants needed to synthesize it. The reactants are: [F:1][C:2]1[CH:20]=[C:19]([F:21])[CH:18]=[CH:17][C:3]=1[CH2:4][CH:5]1[C:12]2[CH:11]=[C:10]([C:13]([O:15]C)=[O:14])[NH:9][C:8]=2[CH2:7][CH2:6]1.[OH-].[Li+].CO. (4) Given the product [Br:19][C:14]1[C:15]([O:17][CH3:18])=[CH:16][C:8]2[CH2:7][CH:6]([CH3:20])[NH:5][CH2:11][CH:10]([CH3:12])[C:9]=2[CH:13]=1, predict the reactants needed to synthesize it. The reactants are: FC(F)(F)C([N:5]1[CH2:11][CH:10]([CH3:12])[C:9]2[CH:13]=[C:14]([Br:19])[C:15]([O:17][CH3:18])=[CH:16][C:8]=2[CH2:7][CH:6]1[CH3:20])=O.[OH-].[Na+]. (5) Given the product [ClH:25].[ClH:25].[NH:8]1[CH2:13][CH2:12][CH:11]([NH:14][C:15]2[CH:24]=[CH:23][C:22]3[C:17](=[CH:18][CH:19]=[CH:20][CH:21]=3)[N:16]=2)[CH2:10][CH2:9]1, predict the reactants needed to synthesize it. The reactants are: C(OC([N:8]1[CH2:13][CH2:12][CH:11]([NH:14][C:15]2[CH:24]=[CH:23][C:22]3[C:17](=[CH:18][CH:19]=[CH:20][CH:21]=3)[N:16]=2)[CH2:10][CH2:9]1)=O)(C)(C)C.[ClH:25]. (6) Given the product [Cl:8][C:6]1[CH:5]=[C:4]([C:9]2([C:14]([F:17])([F:16])[F:15])[CH2:13][CH2:12][N:11]([C:24]3[CH:25]=[CH:26][C:19]([F:18])=[C:20]([CH:23]=3)[C:21]#[N:22])[CH2:10]2)[CH:3]=[C:2]([Cl:1])[CH:7]=1, predict the reactants needed to synthesize it. The reactants are: [Cl:1][C:2]1[CH:3]=[C:4]([C:9]2([C:14]([F:17])([F:16])[F:15])[CH2:13][CH2:12][NH:11][CH2:10]2)[CH:5]=[C:6]([Cl:8])[CH:7]=1.[F:18][C:19]1[CH:26]=[CH:25][C:24](I)=[CH:23][C:20]=1[C:21]#[N:22]. (7) Given the product [Br:27][C:5]1[C:6]2[CH2:7][C@@H:8]3[CH2:17][NH:16][CH2:15][CH2:14][N:9]3[C:10](=[O:13])[C:11]=2[CH:12]=[C:3]([C:2]([F:1])([F:18])[F:19])[CH:4]=1, predict the reactants needed to synthesize it. The reactants are: [F:1][C:2]([F:19])([F:18])[C:3]1[CH:4]=[CH:5][C:6]2[CH2:7][C@@H:8]3[CH2:17][NH:16][CH2:15][CH2:14][N:9]3[C:10](=[O:13])[C:11]=2[CH:12]=1.C1C(=O)N([Br:27])C(=O)C1. (8) Given the product [C:20]([O:24][C:25]([N:27]1[CH2:32][CH2:31][N:30]([C:9]([C:7]2[CH:6]=[CH:5][CH:4]=[C:3]([O:2][CH3:1])[N:8]=2)=[O:11])[C:29]([CH3:34])([CH3:33])[CH2:28]1)=[O:26])([CH3:23])([CH3:21])[CH3:22], predict the reactants needed to synthesize it. The reactants are: [CH3:1][O:2][C:3]1[N:8]=[C:7]([C:9]([OH:11])=O)[CH:6]=[CH:5][CH:4]=1.ClC(N(C)C)=C(C)C.[C:20]([O:24][C:25]([N:27]1[CH2:32][CH2:31][NH:30][C:29]([CH3:34])([CH3:33])[CH2:28]1)=[O:26])([CH3:23])([CH3:22])[CH3:21].CCN(C(C)C)C(C)C.